From a dataset of Full USPTO retrosynthesis dataset with 1.9M reactions from patents (1976-2016). Predict the reactants needed to synthesize the given product. (1) Given the product [NH2:1][C:2]1[N:7]=[C:6]([C:8]2[O:9][CH:10]=[CH:11][CH:12]=2)[C:5]([C:13]#[N:14])=[C:4]([NH:18][CH3:17])[N:3]=1, predict the reactants needed to synthesize it. The reactants are: [NH2:1][C:2]1[N:7]=[C:6]([C:8]2[O:9][CH:10]=[CH:11][CH:12]=2)[C:5]([C:13]#[N:14])=[C:4](SC)[N:3]=1.[CH3:17][NH2:18]. (2) Given the product [Cl:3][C:4]1[CH:38]=[CH:37][CH:36]=[C:35]([Cl:39])[C:5]=1[C:6]([NH:8][C@H:9]([C:31]([OH:33])=[O:32])[CH2:10][C:11]1[CH:12]=[CH:13][C:14]([O:17][CH2:18][CH:19]([C:21]2[CH:30]=[CH:29][C:28]3[CH2:27][CH2:26][CH2:25][NH:24][C:23]=3[N:22]=2)[CH3:20])=[CH:15][CH:16]=1)=[O:7], predict the reactants needed to synthesize it. The reactants are: [Li+].[OH-].[Cl:3][C:4]1[CH:38]=[CH:37][CH:36]=[C:35]([Cl:39])[C:5]=1[C:6]([NH:8][C@H:9]([C:31]([O:33]C)=[O:32])[CH2:10][C:11]1[CH:16]=[CH:15][C:14]([O:17][CH2:18][CH:19]([C:21]2[CH:30]=[CH:29][C:28]3[CH2:27][CH2:26][CH2:25][NH:24][C:23]=3[N:22]=2)[CH3:20])=[CH:13][CH:12]=1)=[O:7].